From a dataset of Full USPTO retrosynthesis dataset with 1.9M reactions from patents (1976-2016). Predict the reactants needed to synthesize the given product. (1) Given the product [CH2:18]([NH:25][C:15]([C:9]1([NH:8][C:6](=[O:7])[O:5][C:1]([CH3:2])([CH3:3])[CH3:4])[CH2:10][CH2:11][CH2:12][CH2:13][CH2:14]1)=[O:17])[C:19]1[CH:24]=[CH:23][CH:22]=[CH:21][CH:20]=1, predict the reactants needed to synthesize it. The reactants are: [C:1]([O:5][C:6]([NH:8][C:9]1([C:15]([OH:17])=O)[CH2:14][CH2:13][CH2:12][CH2:11][CH2:10]1)=[O:7])([CH3:4])([CH3:3])[CH3:2].[CH2:18]([NH2:25])[C:19]1[CH:24]=[CH:23][CH:22]=[CH:21][CH:20]=1.CN(C(ON1N=NC2C=CC=NC1=2)=[N+](C)C)C.F[P-](F)(F)(F)(F)F. (2) Given the product [CH3:44][O:43][C:38]1[C:39]([O:41][CH3:42])=[CH:40][C:35]([CH:21]([NH:22][C:23]2[CH:24]=[CH:25][C:26]([C:29]3[N:33]=[C:32]([CH3:34])[O:31][N:30]=3)=[CH:27][CH:28]=2)[C:20]2[NH:19][C:18](=[O:17])[N:1]([C:3]3[N:8]=[CH:7][CH:6]=[CH:5][N:4]=3)[N:2]=2)=[CH:36][C:37]=1[CH2:10][C:9]#[N:11], predict the reactants needed to synthesize it. The reactants are: [NH:1]([C:3]1[N:8]=[CH:7][CH:6]=[CH:5][N:4]=1)[NH2:2].[CH2:9]([N:11](CC)CC)[CH3:10].C[O:17][C:18](=O)[N:19]=[C:20](SC)[C:21]([C:35]1[CH:40]=[C:39]([O:41][CH3:42])[C:38]([O:43][CH3:44])=[CH:37][C:36]=1CC#N)=[N:22][C:23]1[CH:28]=[CH:27][C:26]([C:29]2[N:33]=[C:32]([CH3:34])[O:31][N:30]=2)=[CH:25][CH:24]=1.